From a dataset of Reaction yield outcomes from USPTO patents with 853,638 reactions. Predict the reaction yield, written as a fraction of the theoretical maximum amount of product (1.0 means a 100% yield; for example, 0.34 means a 34% yield). (1) The product is [CH2:28]([N:20]([CH2:18][CH3:19])[C:21]1[CH:26]=[CH:25][C:24]([NH:27][C:3]([C:5]2([CH3:17])[CH2:14][CH2:13][C:12]3[C:7](=[C:8]([O:15][CH3:16])[CH:9]=[CH:10][CH:11]=3)[CH2:6]2)=[O:4])=[CH:23][CH:22]=1)[CH3:29]. The catalyst is C1COCC1. The yield is 0.0800. The reactants are CO[C:3]([C:5]1([CH3:17])[CH2:14][CH2:13][C:12]2[C:7](=[C:8]([O:15][CH3:16])[CH:9]=[CH:10][CH:11]=2)[CH2:6]1)=[O:4].[CH2:18]([N:20]([CH2:28][CH3:29])[C:21]1[CH:26]=[CH:25][C:24]([NH2:27])=[CH:23][CH:22]=1)[CH3:19].CC[Mg+].[Br-]. (2) The reactants are [C:1]([O:5][C:6]([NH:8][C@H:9]([C:13]([O:15][C:16]([CH3:19])([CH3:18])[CH3:17])=[O:14])[CH2:10][CH2:11][SH:12])=[O:7])([CH3:4])([CH3:3])[CH3:2].Br[CH2:21][CH2:22][CH2:23][F:24].C(=O)([O-])[O-].[K+].[K+]. The catalyst is CN(C=O)C.O. The product is [C:1]([O:5][C:6]([NH:8][C@H:9]([C:13]([O:15][C:16]([CH3:19])([CH3:18])[CH3:17])=[O:14])[CH2:10][CH2:11][S:12][CH2:21][CH2:22][CH2:23][F:24])=[O:7])([CH3:3])([CH3:4])[CH3:2]. The yield is 0.950. (3) The reactants are [F:1][C:2]1[CH:3]=[CH:4][C:5]([N+:17]([O-:19])=[O:18])=[C:6](B2OC(C)(C)C(C)(C)O2)[CH:7]=1.[F:20][C:21]([F:40])([F:39])[C:22]1[CH:23]=[C:24]([CH:36]=[CH:37][CH:38]=1)[CH2:25][NH:26][C:27](=[O:35])[C:28]1[CH:33]=[CH:32][N:31]=[C:30](Cl)[CH:29]=1.CC(C1C=C(C(C)C)C(C2C=CC=CC=2P(C2CCCCC2)C2CCCCC2)=C(C(C)C)C=1)C.[O-]P([O-])([O-])=O.[K+].[K+].[K+]. The catalyst is COCCOC.O.Cl[Pd](Cl)([P](C1C=CC=CC=1)(C1C=CC=CC=1)C1C=CC=CC=1)[P](C1C=CC=CC=1)(C1C=CC=CC=1)C1C=CC=CC=1. The product is [F:39][C:21]([F:20])([F:40])[C:22]1[CH:23]=[C:24]([CH:36]=[CH:37][CH:38]=1)[CH2:25][NH:26][C:27](=[O:35])[C:28]1[CH:29]=[CH:30][N:31]=[C:32]([C:6]2[CH:7]=[C:2]([F:1])[CH:3]=[CH:4][C:5]=2[N+:17]([O-:19])=[O:18])[CH:33]=1. The yield is 0.270. (4) The reactants are [Br:1][C:2]1[N:7]=[C:6]([C@:8]2([CH2:17][CH2:18][O:19][CH3:20])[C:13]([F:15])([F:14])[CH2:12][O:11][C:10]([NH2:16])=[N:9]2)[C:5]([F:21])=[CH:4][CH:3]=1.C(N(CC)CC)C.[CH3:29][O:30][C:31]1[CH:52]=[CH:51][C:34]([C:35](Cl)([C:44]2[CH:49]=[CH:48][CH:47]=[CH:46][CH:45]=2)[C:36]2[CH:41]=[CH:40][C:39]([O:42][CH3:43])=[CH:38][CH:37]=2)=[CH:33][CH:32]=1. The yield is 0.930. The product is [CH3:43][O:42][C:39]1[CH:38]=[CH:37][C:36]([C:35]([NH:16][C:10]2[O:11][CH2:12][C:13]([F:15])([F:14])[C@:8]([C:6]3[C:5]([F:21])=[CH:4][CH:3]=[C:2]([Br:1])[N:7]=3)([CH2:17][CH2:18][O:19][CH3:20])[N:9]=2)([C:34]2[CH:33]=[CH:32][C:31]([O:30][CH3:29])=[CH:52][CH:51]=2)[C:44]2[CH:49]=[CH:48][CH:47]=[CH:46][CH:45]=2)=[CH:41][CH:40]=1. The catalyst is ClCCl. (5) The reactants are S(=O)(=O)(O)O.[N+:6]([O-:9])(O)=[O:7].[O:10]=[C:11]1[CH2:17][CH2:16][C:15]2[CH:18]=[CH:19][CH:20]=[CH:21][C:14]=2[CH2:13][CH2:12]1. The catalyst is [N+](C)([O-])=O. The product is [N+:6]([C:19]1[CH:20]=[CH:21][C:14]2[CH2:13][CH2:12][C:11](=[O:10])[CH2:17][CH2:16][C:15]=2[CH:18]=1)([O-:9])=[O:7]. The yield is 0.400. (6) The reactants are [CH2:1]([O:3][C:4]([CH:6]([CH:9]=O)[CH:7]=O)=[O:5])[CH3:2].Cl.[C:12]([C:14]1[CH:19]=[CH:18][C:17]([NH:20][NH2:21])=[CH:16][CH:15]=1)#[N:13]. The catalyst is CCO. The product is [CH2:1]([O:3][C:4]([C:6]1[CH:9]=[N:21][N:20]([C:17]2[CH:18]=[CH:19][C:14]([C:12]#[N:13])=[CH:15][CH:16]=2)[CH:7]=1)=[O:5])[CH3:2]. The yield is 0.680. (7) The reactants are [CH3:1][N:2]1[CH2:7][CH2:6][N:5]([C@@H:8]2[CH2:13][CH2:12][CH2:11][C@H:10]([NH:14][C:15](=O)OCC3C=CC=CC=3)[CH2:9]2)[CH2:4][CH2:3]1.[H-].[H-].[H-].[H-].[Li+].[Al+3].[OH-].[Na+]. The catalyst is C1COCC1. The product is [CH3:15][NH:14][C@H:10]1[CH2:11][CH2:12][CH2:13][C@@H:8]([N:5]2[CH2:4][CH2:3][N:2]([CH3:1])[CH2:7][CH2:6]2)[CH2:9]1. The yield is 0.940. (8) The reactants are Cl[C:2]1[C:3]2[S:10][C:9]([I:11])=[CH:8][C:4]=2[N:5]=[CH:6][N:7]=1.[CH2:12]([N:19]1[CH2:24][CH2:23][NH:22][CH2:21][CH2:20]1)[C:13]1[CH:18]=[CH:17][CH:16]=[CH:15][CH:14]=1. The catalyst is ClCCCl. The product is [CH2:12]([N:19]1[CH2:24][CH2:23][N:22]([C:6]2[N:7]=[CH:2][C:3]3[S:10][C:9]([I:11])=[CH:8][C:4]=3[N:5]=2)[CH2:21][CH2:20]1)[C:13]1[CH:14]=[CH:15][CH:16]=[CH:17][CH:18]=1. The yield is 0.880.